Task: Predict the reactants needed to synthesize the given product.. Dataset: Full USPTO retrosynthesis dataset with 1.9M reactions from patents (1976-2016) Given the product [F:1][C:2]1[CH:7]=[CH:6][CH:5]=[CH:4][C:3]=1[NH:8][C:9]([C:11]1[C:19]2[C:18](=[N:30][O:28][CH3:29])[CH2:17][CH2:16][CH2:15][C:14]=2[NH:13][CH:12]=1)=[O:10], predict the reactants needed to synthesize it. The reactants are: [F:1][C:2]1[CH:7]=[CH:6][CH:5]=[CH:4][C:3]=1[NH:8][C:9]([C:11]1[C:19]2[C:18](=O)[CH2:17][CH2:16][CH2:15][C:14]=2[NH:13][CH:12]=1)=[O:10].N1C=CC=CC=1.Cl.[O:28]([NH2:30])[CH3:29].